Regression. Given two drug SMILES strings and cell line genomic features, predict the synergy score measuring deviation from expected non-interaction effect. From a dataset of NCI-60 drug combinations with 297,098 pairs across 59 cell lines. (1) Drug 1: CN1C2=C(C=C(C=C2)N(CCCl)CCCl)N=C1CCCC(=O)O.Cl. Drug 2: CC1C(C(CC(O1)OC2CC(CC3=C2C(=C4C(=C3O)C(=O)C5=CC=CC=C5C4=O)O)(C(=O)C)O)N)O. Cell line: SF-268. Synergy scores: CSS=36.0, Synergy_ZIP=-3.31, Synergy_Bliss=-3.75, Synergy_Loewe=-2.98, Synergy_HSA=-2.00. (2) Drug 1: C1=CC(=CC=C1CCCC(=O)O)N(CCCl)CCCl. Drug 2: N.N.Cl[Pt+2]Cl. Cell line: NCI-H226. Synergy scores: CSS=15.6, Synergy_ZIP=1.98, Synergy_Bliss=4.54, Synergy_Loewe=1.60, Synergy_HSA=2.84. (3) Drug 2: C1CCC(C(C1)N)N.C(=O)(C(=O)[O-])[O-].[Pt+4]. Drug 1: C1=CN(C=N1)CC(O)(P(=O)(O)O)P(=O)(O)O. Cell line: EKVX. Synergy scores: CSS=5.64, Synergy_ZIP=-3.26, Synergy_Bliss=-0.996, Synergy_Loewe=1.00, Synergy_HSA=-0.290. (4) Drug 1: C(=O)(N)NO. Drug 2: COC1=C2C(=CC3=C1OC=C3)C=CC(=O)O2. Cell line: UO-31. Synergy scores: CSS=1.00, Synergy_ZIP=0.853, Synergy_Bliss=0.994, Synergy_Loewe=-1.70, Synergy_HSA=-1.26. (5) Drug 1: CC1C(C(=O)NC(C(=O)N2CCCC2C(=O)N(CC(=O)N(C(C(=O)O1)C(C)C)C)C)C(C)C)NC(=O)C3=C4C(=C(C=C3)C)OC5=C(C(=O)C(=C(C5=N4)C(=O)NC6C(OC(=O)C(N(C(=O)CN(C(=O)C7CCCN7C(=O)C(NC6=O)C(C)C)C)C)C(C)C)C)N)C. Drug 2: CC1CCCC2(C(O2)CC(NC(=O)CC(C(C(=O)C(C1O)C)(C)C)O)C(=CC3=CSC(=N3)C)C)C. Cell line: MDA-MB-435. Synergy scores: CSS=65.6, Synergy_ZIP=0.780, Synergy_Bliss=-0.0224, Synergy_Loewe=-7.90, Synergy_HSA=0.529. (6) Drug 1: CC(C)(C#N)C1=CC(=CC(=C1)CN2C=NC=N2)C(C)(C)C#N. Drug 2: C1CC(=O)NC(=O)C1N2C(=O)C3=CC=CC=C3C2=O. Cell line: NCI/ADR-RES. Synergy scores: CSS=0.225, Synergy_ZIP=4.20, Synergy_Bliss=6.20, Synergy_Loewe=-3.36, Synergy_HSA=-2.12. (7) Drug 1: CC12CCC(CC1=CCC3C2CCC4(C3CC=C4C5=CN=CC=C5)C)O. Drug 2: CN(CC1=CN=C2C(=N1)C(=NC(=N2)N)N)C3=CC=C(C=C3)C(=O)NC(CCC(=O)O)C(=O)O. Cell line: OVCAR3. Synergy scores: CSS=17.7, Synergy_ZIP=-3.63, Synergy_Bliss=1.99, Synergy_Loewe=-12.8, Synergy_HSA=2.57.